This data is from Full USPTO retrosynthesis dataset with 1.9M reactions from patents (1976-2016). The task is: Predict the reactants needed to synthesize the given product. Given the product [NH:18]1[C:19]2[C:15](=[CH:14][C:13]([O:12][C:6]3[C:5]4[C:10](=[CH:11][C:2]([O:1][CH2:37][C@H:38]5[NH:42][C:41](=[O:43])[CH2:40][CH2:39]5)=[C:3]([O:22][CH3:23])[CH:4]=4)[N:9]=[CH:8][N:7]=3)=[CH:21][CH:20]=2)[CH:16]=[CH:17]1, predict the reactants needed to synthesize it. The reactants are: [OH:1][C:2]1[CH:11]=[C:10]2[C:5]([C:6]([O:12][C:13]3[CH:14]=[C:15]4[C:19](=[CH:20][CH:21]=3)[NH:18][CH:17]=[CH:16]4)=[N:7][CH:8]=[N:9]2)=[CH:4][C:3]=1[O:22][CH3:23].C(=O)([O-])[O-].C1(C)C=CC(S([CH2:37][C@H:38]2[NH:42][C:41](=[O:43])[CH2:40][CH2:39]2)(=O)=O)=CC=1.